This data is from Peptide-MHC class II binding affinity with 134,281 pairs from IEDB. The task is: Regression. Given a peptide amino acid sequence and an MHC pseudo amino acid sequence, predict their binding affinity value. This is MHC class II binding data. The peptide sequence is FVQALTTAAASYASV. The MHC is DRB1_0901 with pseudo-sequence DRB1_0901. The binding affinity (normalized) is 0.842.